This data is from Experimentally validated miRNA-target interactions with 360,000+ pairs, plus equal number of negative samples. The task is: Binary Classification. Given a miRNA mature sequence and a target amino acid sequence, predict their likelihood of interaction. (1) The miRNA is hsa-miR-1249-5p with sequence AGGAGGGAGGAGAUGGGCCAAGUU. The protein sequence of the target gene is MTLVTAGGAWTGPGCWHEVKDEESSSEQSISIAVSHVNTSKAGLPAQTALPCDICGPILKDILHLDEHQGTHHGLKLHTCGACGRQFWFSANLHQYQKCYSIEQPLRRDKSEASIVKNCTVSKEPHPSEKPFTCKEEQKNFQATLGGCQQKAIHSKRKTHRSTESGDAFHGEQMHYKCSECGKAFSRKDTLVQHQRIHSGEKPYECSECGKAFSRKATLVQHQRIHTGERPYECSECGKTFSRKDNLTQHKRIHTGEMPYKCNECGKYFSHHSNLIVHQRVHNGARPYKCSDCGKVFRHK.... Result: 1 (interaction). (2) The miRNA is mmu-miR-574-5p with sequence UGAGUGUGUGUGUGUGAGUGUGU. The protein sequence of the target gene is MSEQGGLTPTILEEGQTEPESAPENGILKSESLDEEEKLELQRRLAAQNQERRKSKSGAGKGKLTRSLAVCEESSARSGGESHQDQESIHLQLSSFPSLQEEDKSRKDDSEREKEKDKNREKLSERPKIRMLSKDCSQEYTDSTGIDLHGFLINTLKNNSRDRMILLKMEQEMIDFIADSNNHYKKFPQMSSYQRMLVHRVAAYFGLDHNVDQTGKSVIINKTSSTRIPEQRFCEHLKDEKSEESQKRFILKRDNSSIDKEDNQNRMHPFRDDRRSKSIEEREEEYQRVRERIFAHDSVC.... Result: 0 (no interaction). (3) The miRNA is gga-miR-124a-3p with sequence UUAAGGCACGCGGUGAAUGCCA. The protein sequence of the target gene is MAAPSEVAAIAPGEGDGGGGGFGSWLDGRLEALGVDRAVYGAYILGILQEEEEEEKLDALQGILSAFLEEDSLLNICKEIVERWSETQNVVTKVKKEDEVQAIATLIEKQAQIVVKPRMVSEEEKQRKAALLAQYADVTDEEDEADEKDDSGATTMNIGSDKLLFRNTNVEDVLNARKLERDSLRDESQRKKEQDKLQRERDKLAKQERKEKEKKRTQRGERKR. Result: 0 (no interaction). (4) The miRNA is mmu-miR-466f with sequence ACGUGUGUGUGCAUGUGCAUGU. The protein sequence of the target gene is MEFPDLGKHCSEPTCKQLDFLPITCDACKQDFCKDHFSYVGHKCPFAFKKDVQVPVCPLCNAPIPVKRGEIPDVVVGEHMDRDCTFHPGRNRNKVFTHRCSKEGCRKKEMLQLACAQCHGNFCIQHRHPLDHNCQAGSSSASRGRTSTSRAAEQKPSGVSWLAQRLRRTVK. Result: 1 (interaction).